This data is from Full USPTO retrosynthesis dataset with 1.9M reactions from patents (1976-2016). The task is: Predict the reactants needed to synthesize the given product. (1) Given the product [F:1][C:2]1[C:7]([CH2:8][OH:9])=[CH:6][CH:5]=[C:4]([F:10])[C:3]=1[C:11]1[N:16]=[C:15]([C:17]([NH:19][C:20]2[CH:21]=[N:22][CH:23]=[CH:24][C:25]=2[C@@H:26]2[CH2:31][C@H:30]([CH3:32])[CH2:29][C@H:28]([NH:33][C:34](=[O:40])[O:35][C:36]([CH3:38])([CH3:37])[CH3:39])[CH2:27]2)=[O:18])[CH:14]=[CH:13][C:12]=1[F:41], predict the reactants needed to synthesize it. The reactants are: [F:1][C:2]1[C:7]([CH:8]=[O:9])=[CH:6][CH:5]=[C:4]([F:10])[C:3]=1[C:11]1[N:16]=[C:15]([C:17]([NH:19][C:20]2[CH:21]=[N:22][CH:23]=[CH:24][C:25]=2[C@@H:26]2[CH2:31][C@H:30]([CH3:32])[CH2:29][C@H:28]([NH:33][C:34](=[O:40])[O:35][C:36]([CH3:39])([CH3:38])[CH3:37])[CH2:27]2)=[O:18])[CH:14]=[CH:13][C:12]=1[F:41].[BH4-].[Na+]. (2) Given the product [Cl-:1].[O:4]=[C:3]([C:5]1[CH:10]=[CH:9][CH:8]=[CH:7][CH:6]=1)[CH2:2][N+:23]12[CH2:24][CH2:25][CH:26]([CH2:27][CH2:28]1)[C@@H:21]([O:20][C:18](=[O:19])[CH:17]([N:11]1[CH2:12][CH2:13][CH2:14][CH2:15][CH2:16]1)[C:29]1[CH:33]=[CH:32][S:31][CH:30]=1)[CH2:22]2, predict the reactants needed to synthesize it. The reactants are: [Cl:1][CH2:2][C:3]([C:5]1[CH:10]=[CH:9][CH:8]=[CH:7][CH:6]=1)=[O:4].[N:11]1([CH:17]([C:29]2[CH:33]=[CH:32][S:31][CH:30]=2)[C:18]([O:20][C@@H:21]2[CH:26]3[CH2:27][CH2:28][N:23]([CH2:24][CH2:25]3)[CH2:22]2)=[O:19])[CH2:16][CH2:15][CH2:14][CH2:13][CH2:12]1. (3) Given the product [NH2:17][C@@H:10]([CH2:9][C:4]1[CH:5]=[C:6]([F:8])[CH:7]=[C:2]([F:1])[CH:3]=1)[C:11]([N:13]([O:15][CH3:16])[CH3:14])=[O:12], predict the reactants needed to synthesize it. The reactants are: [F:1][C:2]1[CH:3]=[C:4]([CH2:9][C@H:10]([NH:17]C(=O)OC(C)(C)C)[C:11]([N:13]([O:15][CH3:16])[CH3:14])=[O:12])[CH:5]=[C:6]([F:8])[CH:7]=1.Cl.O1CCOCC1. (4) Given the product [CH3:1][C:2]1[CH:7]=[CH:6][C:5]([S:8]([O:11][CH2:12][CH:13]2[CH2:17][C:16]3[CH:18]=[CH:19][CH:20]=[C:21]([C:27]4[CH:26]=[CH:25][C:24]([Cl:23])=[CH:29][C:28]=4[Cl:30])[C:15]=3[O:14]2)(=[O:10])=[O:9])=[CH:4][CH:3]=1, predict the reactants needed to synthesize it. The reactants are: [CH3:1][C:2]1[CH:7]=[CH:6][C:5]([S:8]([O:11][CH2:12][CH:13]2[CH2:17][C:16]3[CH:18]=[CH:19][CH:20]=[C:21](Br)[C:15]=3[O:14]2)(=[O:10])=[O:9])=[CH:4][CH:3]=1.[Cl:23][C:24]1[CH:29]=[C:28]([Cl:30])[CH:27]=[CH:26][C:25]=1B(O)O.C(=O)([O-])[O-].[K+].[K+].CC1C=CC(S(OCC2CC3C(C4C=CC=CC=4)=CC=CC=3O2)(=O)=O)=CC=1.